Dataset: Reaction yield outcomes from USPTO patents with 853,638 reactions. Task: Predict the reaction yield, written as a fraction of the theoretical maximum amount of product (1.0 means a 100% yield; for example, 0.34 means a 34% yield). (1) The reactants are [Cl:1][C:2]1[C:3]([O:11][CH2:12][O:13][CH3:14])=[CH:4][C:5]([OH:10])=[C:6]([CH:9]=1)[CH:7]=O.Br[CH2:16][C:17](=[O:19])[CH3:18].C(=O)([O-])[O-].[K+].[K+]. The catalyst is C(#N)C. The product is [Cl:1][C:2]1[C:3]([O:11][CH2:12][O:13][CH3:14])=[CH:4][C:5]2[O:10][C:16]([C:17](=[O:19])[CH3:18])=[CH:7][C:6]=2[CH:9]=1. The yield is 0.720. (2) The reactants are [CH2:1]([OH:7])[C:2]1[O:6][CH:5]=[CH:4][CH:3]=1.[Si:8](Cl)([C:11]([CH3:14])([CH3:13])[CH3:12])([CH3:10])[CH3:9].N1C=CN=C1. The catalyst is CN(C)C=O. The product is [Si:8]([O:7][CH2:1][C:2]1[O:6][CH:5]=[CH:4][CH:3]=1)([C:11]([CH3:14])([CH3:13])[CH3:12])([CH3:10])[CH3:9]. The yield is 0.650. (3) The reactants are [C:1]([C:4]1[N:5]([CH3:34])[CH:6]=[C:7]([C:9]2[CH:14]=[CH:13][C:12]([CH2:15][C@H:16]([NH:20][C:21](=[O:33])[C:22]3[CH:27]=[CH:26][C:25]([O:28][CH:29]([CH3:31])[CH3:30])=[C:24]([Cl:32])[CH:23]=3)[CH2:17][CH2:18][OH:19])=[CH:11][CH:10]=2)[N:8]=1)(=[O:3])[CH3:2].[P:35](Cl)([O:39][CH3:40])([O:37][CH3:38])=[O:36].CCOC(C)=O.CO. The catalyst is C(Cl)Cl.CN(C1C=CN=CC=1)C. The product is [P:35]([O:39][CH3:40])([O:37][CH3:38])([O:19][CH2:18][CH2:17][C@@H:16]([NH:20][C:21]([C:22]1[CH:27]=[CH:26][C:25]([O:28][CH:29]([CH3:30])[CH3:31])=[C:24]([Cl:32])[CH:23]=1)=[O:33])[CH2:15][C:12]1[CH:13]=[CH:14][C:9]([C:7]2[N:8]=[C:4]([C:1](=[O:3])[CH3:2])[N:5]([CH3:34])[CH:6]=2)=[CH:10][CH:11]=1)=[O:36]. The yield is 0.770. (4) The reactants are [NH:1]1[C:5]2[CH:6]=[CH:7][C:8]([C:10]([N:12]3[C@@H:21]4[C@@H:16]([C:17]5[CH:25]=[CH:24][C:23]([C:26]([OH:28])=O)=[CH:22][C:18]=5[CH2:19][CH2:20]4)[CH2:15][CH2:14][CH2:13]3)=[O:11])=[CH:9][C:4]=2[N:3]=[CH:2]1.[NH3:29]. No catalyst specified. The product is [NH:1]1[C:5]2[CH:6]=[CH:7][C:8]([C:10]([N:12]3[C@@H:21]4[C@@H:16]([C:17]5[CH:25]=[CH:24][C:23]([C:26]([NH2:29])=[O:28])=[CH:22][C:18]=5[CH2:19][CH2:20]4)[CH2:15][CH2:14][CH2:13]3)=[O:11])=[CH:9][C:4]=2[N:3]=[CH:2]1. The yield is 0.580. (5) The reactants are [NH2:1][C:2]1[CH:3]=[C:4]([CH:21]=[CH:22][CH:23]=1)[O:5][C:6]1[CH:7]=[CH:8][C:9]2[N:10]([CH:12]=[C:13]([NH:15][C:16]([CH:18]3[CH2:20][CH2:19]3)=[O:17])[N:14]=2)[N:11]=1.[Cl:24][C:25]1[CH:30]=[C:29]([C:31](O)=[O:32])[CH:28]=[C:27]([Cl:34])[N:26]=1.Cl.CN(C)CCCN=C=NCC.ON1C2C=CC=CC=2N=N1. The catalyst is CN(C)C=O. The product is [Cl:24][C:25]1[CH:30]=[C:29]([CH:28]=[C:27]([Cl:34])[N:26]=1)[C:31]([NH:1][C:2]1[CH:23]=[CH:22][CH:21]=[C:4]([O:5][C:6]2[CH:7]=[CH:8][C:9]3[N:10]([CH:12]=[C:13]([NH:15][C:16]([CH:18]4[CH2:20][CH2:19]4)=[O:17])[N:14]=3)[N:11]=2)[CH:3]=1)=[O:32]. The yield is 0.840.